Dataset: Catalyst prediction with 721,799 reactions and 888 catalyst types from USPTO. Task: Predict which catalyst facilitates the given reaction. (1) Product: [Cl:1][CH2:2][CH2:3][CH2:4][CH:5]1[O:6][C:7]2[CH:25]=[CH:24][CH:23]=[CH:22][C:8]=2[NH:9][S:10]1(=[O:11])=[O:12]. The catalyst class is: 4. Reactant: [Cl:1][CH2:2][CH2:3][CH2:4][CH:5]1[S:10](=[O:12])(=[O:11])[N:9](CC2C=CC(OC)=CC=2)[C:8]2[CH:22]=[CH:23][CH:24]=[CH:25][C:7]=2[O:6]1.C1(OC)C=CC=CC=1.FC(F)(F)C(O)=O. (2) Reactant: C([O-])=O.[NH4+].C([N:12]1[CH2:16][CH:15]2[C:17](=[CH2:26])[C:18]3[CH:19]=[CH:20][C:21]([O:24][CH3:25])=[CH:22][C:23]=3[CH:14]2[CH2:13]1)C1C=CC=CC=1. Product: [CH3:25][O:24][C:21]1[CH:20]=[CH:19][C:18]2[CH:17]([CH3:26])[CH:15]3[CH2:16][NH:12][CH2:13][CH:14]3[C:23]=2[CH:22]=1. The catalyst class is: 19. (3) Product: [NH2:1][C:2]1[C:10]([CH3:11])=[CH:9][C:8]([Br:12])=[C:4]([CH:3]=1)[C:5]([OH:7])=[O:6]. Reactant: [NH2:1][C:2]1[CH:3]=[C:4]([CH:8]=[CH:9][C:10]=1[CH3:11])[C:5]([OH:7])=[O:6].[Br:12]N1C(=O)CCC1=O. The catalyst class is: 3. (4) Reactant: [Br:1][C:2]1[C:3]([C:12](=[O:16])[C:13]([O-:15])=[O:14])=[CH:4][C:5]2[O:10][CH2:9][CH2:8][O:7][C:6]=2[CH:11]=1.[BH4-].[Na+].O1CC[CH2:21][CH2:20]1. Product: [Br:1][C:2]1[C:3]([CH:12]([OH:16])[C:13]([O:15][CH2:20][CH3:21])=[O:14])=[CH:4][C:5]2[O:10][CH2:9][CH2:8][O:7][C:6]=2[CH:11]=1. The catalyst class is: 33.